From a dataset of Catalyst prediction with 721,799 reactions and 888 catalyst types from USPTO. Predict which catalyst facilitates the given reaction. (1) Reactant: [NH2:1][C:2]1[CH:3]=[CH:4][C:5]([CH3:18])=[C:6]([CH:17]=1)[C:7]([NH:9][C:10]1[CH:11]=[N:12][C:13]([NH2:16])=[N:14][CH:15]=1)=[O:8].C(N(CC)CC)C.[F:26][C:27]([F:39])([F:38])[C:28]1[CH:29]=[C:30]([S:34](Cl)(=[O:36])=[O:35])[CH:31]=[CH:32][CH:33]=1. Product: [NH2:16][C:13]1[N:12]=[CH:11][C:10]([NH:9][C:7](=[O:8])[C:6]2[CH:17]=[C:2]([NH:1][S:34]([C:30]3[CH:31]=[CH:32][CH:33]=[C:28]([C:27]([F:26])([F:38])[F:39])[CH:29]=3)(=[O:36])=[O:35])[CH:3]=[CH:4][C:5]=2[CH3:18])=[CH:15][N:14]=1. The catalyst class is: 22. (2) Product: [CH3:16][O:17][C:18]1[CH:19]=[C:20]([CH3:29])[C:21]([S:25]([N:1]2[CH2:6][CH2:5][CH2:4][CH2:3][C@H:2]2[CH2:7][OH:8])(=[O:26])=[O:27])=[C:22]([CH3:24])[CH:23]=1. The catalyst class is: 4. Reactant: [NH:1]1[CH2:6][CH2:5][CH2:4][CH2:3][C@H:2]1[CH2:7][OH:8].C(N(CC)CC)C.[CH3:16][O:17][C:18]1[CH:23]=[C:22]([CH3:24])[C:21]([S:25](Cl)(=[O:27])=[O:26])=[C:20]([CH3:29])[CH:19]=1.Cl. (3) Reactant: [Br:1][C:2]1[CH:8]=[CH:7][C:5]([NH2:6])=[CH:4][CH:3]=1.N1C=CC=CC=1.[CH3:15][O:16]/[CH:17]=[CH:18]/[C:19](Cl)=[O:20]. Product: [Br:1][C:2]1[CH:8]=[CH:7][C:5]([NH:6][C:19](=[O:20])/[CH:18]=[CH:17]/[O:16][CH3:15])=[CH:4][CH:3]=1. The catalyst class is: 2. (4) Reactant: [Br:1][C:2]1[CH:3]=[CH:4][C:5]([N+:8]([O-:10])=[O:9])=[N:6][CH:7]=1.[CH3:11][O:12][C:13](=[O:19])[CH2:14][Si](C)(C)C.CCCC[N+](CCCC)(CCCC)CCCC.[F-].C(C1C(=O)C(Cl)=C(Cl)C(=O)C=1C#N)#N. Product: [CH3:11][O:12][C:13](=[O:19])[CH2:14][C:4]1[C:5]([N+:8]([O-:10])=[O:9])=[N:6][CH:7]=[C:2]([Br:1])[CH:3]=1. The catalyst class is: 1. (5) Reactant: [C:1]1([CH:8]=[CH:7][CH:6]=[C:4]([OH:5])[CH:3]=1)[OH:2].C(=O)([O-])[O-].[K+].[K+].Br[CH2:16][C:17]([N:19]([CH3:21])[CH3:20])=[O:18]. Product: [OH:2][C:1]1[CH:3]=[C:4]([CH:6]=[CH:7][CH:8]=1)[O:5][CH2:16][C:17]([N:19]([CH3:21])[CH3:20])=[O:18]. The catalyst class is: 18. (6) Reactant: [Cl-].O[NH3+:3].[C:4](=[O:7])([O-])[OH:5].[Na+].[OH:9][C:10]1([CH:14]([O:16][C@@H:17]2[CH2:22][CH2:21][C@H:20]([N:23]3[C:28](=[O:29])[C:27]([CH2:30][C:31]4[CH:36]=[CH:35][C:34]([C:37]5[C:38]([C:43]#[N:44])=[CH:39][CH:40]=[CH:41][CH:42]=5)=[CH:33][CH:32]=4)=[C:26]([CH2:45][CH2:46][CH3:47])[N:25]4[N:48]=[CH:49][N:50]=[C:24]34)[CH2:19][CH2:18]2)[CH3:15])[CH2:13][CH2:12][CH2:11]1. Product: [OH:9][C:10]1([CH:14]([O:16][C@@H:17]2[CH2:22][CH2:21][C@H:20]([N:23]3[C:28](=[O:29])[C:27]([CH2:30][C:31]4[CH:32]=[CH:33][C:34]([C:37]5[CH:42]=[CH:41][CH:40]=[CH:39][C:38]=5[C:43]5[NH:3][C:4](=[O:7])[O:5][N:44]=5)=[CH:35][CH:36]=4)=[C:26]([CH2:45][CH2:46][CH3:47])[N:25]4[N:48]=[CH:49][N:50]=[C:24]34)[CH2:19][CH2:18]2)[CH3:15])[CH2:11][CH2:12][CH2:13]1. The catalyst class is: 148. (7) Reactant: COC1C=C(OC)C=CC=1C[N:6]([C:39]1[CH:44]=[CH:43][N:42]=[CH:41][N:40]=1)[S:7]([C:10]1[CH:15]=[CH:14][C:13]([O:16][C@H:17]2[CH2:22][CH2:21][CH2:20][CH2:19][C@@H:18]2[C:23]2[C:24]([N+:34]([O-])=O)=[N:25][N:26](C3CCCCO3)[CH:27]=2)=[C:12]([CH3:37])[C:11]=1[F:38])(=[O:9])=[O:8].C([SiH](CC)CC)C.FC(F)(F)C(O)=O.ClCCl. Product: [NH2:34][C:24]1[C:23]([C@H:18]2[CH2:19][CH2:20][CH2:21][CH2:22][C@@H:17]2[O:16][C:13]2[CH:14]=[CH:15][C:10]([S:7]([NH:6][C:39]3[CH:44]=[CH:43][N:42]=[CH:41][N:40]=3)(=[O:9])=[O:8])=[C:11]([F:38])[C:12]=2[CH3:37])=[CH:27][NH:26][N:25]=1. The catalyst class is: 5. (8) Reactant: OC(C)(C)CN1C=C[C:6]([NH:9][C:10](=[O:30])[C@@H:11]([N:16]2[CH2:20][C:19]([O:21][C:22]3[CH:27]=[CH:26][CH:25]=[CH:24][C:23]=3[Cl:28])=[CH:18][C:17]2=[O:29])[CH2:12][CH:13]([CH3:15])[CH3:14])=[N:5]1.Cl.CN(C)CCCN=C=NCC.ON1C2C=CC=CC=2N=N1.[CH3:55][O:56][CH2:57][C:58]1N=C(N)[S:60][N:59]=1. Product: [CH3:55][O:56][CH2:57][C:58]1[N:5]=[C:6]([NH:9][C:10](=[O:30])[C@@H:11]([N:16]2[CH2:20][C:19]([O:21][C:22]3[CH:27]=[CH:26][CH:25]=[CH:24][C:23]=3[Cl:28])=[CH:18][C:17]2=[O:29])[CH2:12][CH:13]([CH3:15])[CH3:14])[S:60][N:59]=1. The catalyst class is: 4. (9) Reactant: [CH:1]([N:4]1[C:8]([C:9]2[N:18]=[C:17]3[N:11]([CH2:12][CH2:13][O:14][C:15]4[CH:22]=[C:21](O)[N:20]=[CH:19][C:16]=43)[CH:10]=2)=[N:7][CH:6]=[N:5]1)([CH3:3])[CH3:2].[NH:24]1[CH2:29][CH2:28][CH:27]([CH2:30][OH:31])[CH2:26][CH2:25]1.CO. Product: [CH:1]([N:4]1[C:8]([C:9]2[N:18]=[C:17]3[C:16]4[CH:19]=[N:20][C:21]([N:24]5[CH2:29][CH2:28][CH:27]([CH2:30][OH:31])[CH2:26][CH2:25]5)=[CH:22][C:15]=4[O:14][CH2:13][CH2:12][N:11]3[CH:10]=2)=[N:7][CH:6]=[N:5]1)([CH3:3])[CH3:2]. The catalyst class is: 2. (10) Reactant: Cl[C:2]1[C:7]([CH3:8])=[C:6]([N:9]([CH:17]2[CH2:19][CH2:18]2)C(=O)OC(C)(C)C)[N:5]2[N:20]=[CH:21][C:22]([CH:23]=[O:24])=[C:4]2[N:3]=1.[N:25]1([C:31]2[N:38]=[CH:37][CH:36]=[CH:35][C:32]=2[C:33]#[N:34])[CH2:30][CH2:29][NH:28][CH2:27][CH2:26]1. Product: [CH:17]1([NH:9][C:6]2[N:5]3[N:20]=[CH:21][C:22]([CH:23]=[O:24])=[C:4]3[N:3]=[C:2]([N:28]3[CH2:29][CH2:30][N:25]([C:31]4[N:38]=[CH:37][CH:36]=[CH:35][C:32]=4[C:33]#[N:34])[CH2:26][CH2:27]3)[C:7]=2[CH3:8])[CH2:18][CH2:19]1. The catalyst class is: 32.